From a dataset of Full USPTO retrosynthesis dataset with 1.9M reactions from patents (1976-2016). Predict the reactants needed to synthesize the given product. (1) Given the product [F:1][C:2]1[CH:7]=[CH:6][C:5]([N+:12]([O-:14])=[O:13])=[CH:4][C:3]=1[C:8](=[O:11])[CH2:9][CH3:10], predict the reactants needed to synthesize it. The reactants are: [F:1][C:2]1[CH:7]=[CH:6][CH:5]=[CH:4][C:3]=1[C:8](=[O:11])[CH2:9][CH3:10].[N+:12]([O-])([OH:14])=[O:13]. (2) Given the product [F:9][C:7]1([F:10])[CH2:6][CH2:5][N:4]([C:11]([C:13]2[CH:18]=[C:17]([CH3:19])[CH:16]=[CH:15][C:14]=2[N:20]2[N:24]=[CH:23][CH:22]=[N:21]2)=[O:12])[C@H:3]([CH2:2][NH:1][C:26]2[N:31]=[CH:30][C:29]([C:32]([F:35])([F:34])[F:33])=[CH:28][N:27]=2)[CH2:8]1, predict the reactants needed to synthesize it. The reactants are: [NH2:1][CH2:2][CH:3]1[CH2:8][C:7]([F:10])([F:9])[CH2:6][CH2:5][N:4]1[C:11]([C:13]1[CH:18]=[C:17]([CH3:19])[CH:16]=[CH:15][C:14]=1[N:20]1[N:24]=[CH:23][CH:22]=[N:21]1)=[O:12].Cl[C:26]1[N:31]=[CH:30][C:29]([C:32]([F:35])([F:34])[F:33])=[CH:28][N:27]=1. (3) The reactants are: [F:1][C:2]1[CH:7]=[C:6]([F:8])[CH:5]=[CH:4][C:3]=1[OH:9].Br[C:11]([CH3:18])([CH3:17])[C:12]([O:14][CH2:15][CH3:16])=[O:13].C(=O)([O-])[O-].[K+].[K+].O. Given the product [F:1][C:2]1[CH:7]=[C:6]([F:8])[CH:5]=[CH:4][C:3]=1[O:9][C:11]([CH3:18])([CH3:17])[C:12]([O:14][CH2:15][CH3:16])=[O:13], predict the reactants needed to synthesize it. (4) The reactants are: [Br:1][C:2]1[C:3]2[N:4]([C:9](C(O)=O)=[C:10]([S:12][CH3:13])[N:11]=2)[CH:5]=[C:6]([CH3:8])[CH:7]=1.C1(P(N=[N+]=[N-])(C2C=CC=CC=2)=[O:24])C=CC=CC=1.C([N:36]([CH2:39]C)CC)C.[C:41]([OH:45])([CH3:44])([CH3:43])[CH3:42]. Given the product [Br:1][C:2]1[C:3]2[N:4]([C:9]([NH:36][C:39](=[O:24])[O:45][C:41]([CH3:44])([CH3:43])[CH3:42])=[C:10]([S:12][CH3:13])[N:11]=2)[CH:5]=[C:6]([CH3:8])[CH:7]=1, predict the reactants needed to synthesize it. (5) Given the product [CH3:6][O:7][C:8]1[CH:17]=[C:16]2[C:11]([CH2:12][CH2:13][C:14](=[O:20])[C:15]2([CH3:19])[CH3:18])=[CH:10][C:9]=1[S:21]([N:25]1[CH2:29][CH2:28][CH2:27][CH2:26]1)(=[O:23])=[O:22], predict the reactants needed to synthesize it. The reactants are: C1COCC1.[CH3:6][O:7][C:8]1[C:9]([S:21](Cl)(=[O:23])=[O:22])=[CH:10][C:11]2[CH2:12][CH2:13][C:14](=[O:20])[C:15]([CH3:19])([CH3:18])[C:16]=2[CH:17]=1.[NH:25]1[CH2:29][CH2:28][CH2:27][CH2:26]1.C(N(CC)CC)C. (6) Given the product [ClH:14].[CH3:12][C:2]([NH2:13])([CH3:1])[CH2:3][C:4]1[CH:9]=[CH:8][C:7]([O:10][CH3:11])=[CH:6][CH:5]=1, predict the reactants needed to synthesize it. The reactants are: [CH3:1][C:2]([NH2:13])([CH3:12])[CH2:3][C:4]1[CH:9]=[CH:8][C:7]([O:10][CH3:11])=[CH:6][CH:5]=1.[ClH:14].